From a dataset of Reaction yield outcomes from USPTO patents with 853,638 reactions. Predict the reaction yield, written as a fraction of the theoretical maximum amount of product (1.0 means a 100% yield; for example, 0.34 means a 34% yield). (1) The reactants are C(OC([N:8]1[CH2:12][CH:11]2[CH2:13][N:14]([C:16]3[N:21]=[CH:20][C:19]([C:22]([O:24][CH2:25][CH3:26])=[O:23])=[CH:18][N:17]=3)[CH2:15][CH:10]2[CH2:9]1)=O)(C)(C)C.Cl.O1CCOCC1. No catalyst specified. The product is [CH2:13]1[CH:11]2[CH2:12][NH:8][CH2:9][CH:10]2[CH2:15][N:14]1[C:16]1[N:21]=[CH:20][C:19]([C:22]([O:24][CH2:25][CH3:26])=[O:23])=[CH:18][N:17]=1. The yield is 1.00. (2) The reactants are Cl[C:2]1[CH:7]=[C:6]([N+:8]([O-:10])=[O:9])[CH:5]=[C:4]([Cl:11])[C:3]=1[N:12]1[CH:29]=[C:15]2[C:16]([NH:21][C:22]3[CH:27]=[C:26]([CH3:28])[N:25]=[CH:24][N:23]=3)=[N:17][CH:18]=[C:19]([F:20])[C:14]2=[N:13]1.Br[C:31]1C2=CN(C3C(Cl)=CC([N+]([O-])=O)=CC=3C#N)N=C2C(F)=C[N:32]=1. No catalyst specified. The product is [Cl:11][C:4]1[C:3]([N:12]2[CH:29]=[C:15]3[C:16]([NH:21][C:22]4[CH:27]=[C:26]([CH3:28])[N:25]=[CH:24][N:23]=4)=[N:17][CH:18]=[C:19]([F:20])[C:14]3=[N:13]2)=[C:2]([CH:7]=[C:6]([N+:8]([O-:10])=[O:9])[CH:5]=1)[C:31]#[N:32]. The yield is 0.200.